From a dataset of Forward reaction prediction with 1.9M reactions from USPTO patents (1976-2016). Predict the product of the given reaction. (1) Given the reactants C(O)(C(F)(F)F)=O.[Si:8]([O:15][C@H:16]1[C@H:21]([NH:22]C(=O)OC(C)(C)C)[CH2:20][CH2:19][N:18]([C:30]2[CH:35]=[C:34]([C:36]#[N:37])[CH:33]=[C:32]([NH:38][C:39]3[N:44]=[C:43]([N:45]([CH:55]4[CH2:57][CH2:56]4)CC4C=CC(OC)=CC=4)[C:42]4=[N:58][CH:59]=[C:60]([C:61]#[N:62])[N:41]4[N:40]=3)[C:31]=2[Cl:63])[CH2:17]1)([C:11]([CH3:14])([CH3:13])[CH3:12])([CH3:10])[CH3:9].C1(OC)C=CC=CC=1, predict the reaction product. The product is: [NH2:22][C@@H:21]1[CH2:20][CH2:19][N:18]([C:30]2[C:31]([Cl:63])=[C:32]([NH:38][C:39]3[N:44]=[C:43]([NH:45][CH:55]4[CH2:56][CH2:57]4)[C:42]4=[N:58][CH:59]=[C:60]([C:61]#[N:62])[N:41]4[N:40]=3)[CH:33]=[C:34]([C:36]#[N:37])[CH:35]=2)[CH2:17][C@H:16]1[O:15][Si:8]([C:11]([CH3:14])([CH3:13])[CH3:12])([CH3:9])[CH3:10]. (2) Given the reactants [C:1](=[S:7])([NH2:6])[CH2:2][CH:3]([CH3:5])[CH3:4].[CH:8]([CH:10](Cl)[C:11](OCC)=O)=[O:9].O.C(=O)(O)[O-].[Na+], predict the reaction product. The product is: [OH:9][CH2:8][C:10]1[S:7][C:1]([CH2:2][CH:3]([CH3:5])[CH3:4])=[N:6][CH:11]=1.